Dataset: Forward reaction prediction with 1.9M reactions from USPTO patents (1976-2016). Task: Predict the product of the given reaction. Given the reactants [CH:1]12[O:10][CH:7]([CH:8]=[CH:9]1)[CH:6]1[CH:2]2[C:3](=[O:12])[CH2:4][C:5]1=[O:11], predict the reaction product. The product is: [CH:7]12[O:10][CH:1]([CH2:9][CH2:8]1)[CH:2]1[CH:6]2[C:5](=[O:11])[CH2:4][C:3]1=[O:12].